This data is from Reaction yield outcomes from USPTO patents with 853,638 reactions. The task is: Predict the reaction yield, written as a fraction of the theoretical maximum amount of product (1.0 means a 100% yield; for example, 0.34 means a 34% yield). (1) The catalyst is C(O)C. The yield is 0.920. The reactants are [CH:1]1([C:4]([NH:6][C:7]2[N:8]=[C:9]3[CH:14]=[CH:13][C:12]([O:15][C:16]4[CH:17]=[CH:18][C:19]([F:32])=[C:20]([NH:22][C:23]([C:25]5[N:29]([CH3:30])[N:28]=[C:27]([CH3:31])[CH:26]=5)=[O:24])[CH:21]=4)=[N:11][N:10]3[CH:33]=2)=[O:5])[CH2:3][CH2:2]1.O1CCCC1.O.[C:40]1([CH3:50])[CH:45]=[CH:44][C:43]([S:46]([OH:49])(=[O:48])=[O:47])=[CH:42][CH:41]=1. The product is [C:40]1([CH3:50])[CH:41]=[CH:42][C:43]([S:46]([OH:49])(=[O:47])=[O:48])=[CH:44][CH:45]=1.[CH:1]1([C:4]([NH:6][C:7]2[N:8]=[C:9]3[CH:14]=[CH:13][C:12]([O:15][C:16]4[CH:17]=[CH:18][C:19]([F:32])=[C:20]([NH:22][C:23]([C:25]5[N:29]([CH3:30])[N:28]=[C:27]([CH3:31])[CH:26]=5)=[O:24])[CH:21]=4)=[N:11][N:10]3[CH:33]=2)=[O:5])[CH2:3][CH2:2]1. (2) The reactants are Br[C:2]1[CH:7]=[CH:6][C:5]([S:8]([CH3:11])(=[O:10])=[O:9])=[CH:4][N:3]=1.[C:12]([N:19]1[CH2:24][CH2:23][NH:22][CH2:21][CH2:20]1)([O:14][C:15]([CH3:18])([CH3:17])[CH3:16])=[O:13]. The catalyst is C(O)C(F)(F)F. The product is [C:15]([O:14][C:12]([N:19]1[CH2:24][CH2:23][N:22]([C:2]2[CH:7]=[CH:6][C:5]([S:8]([CH3:11])(=[O:10])=[O:9])=[CH:4][N:3]=2)[CH2:21][CH2:20]1)=[O:13])([CH3:18])([CH3:16])[CH3:17]. The yield is 0.620. (3) The reactants are CS(C)=O.[C:5](Cl)(=[O:9])[C:6](Cl)=[O:7].C(Cl)Cl.C(NO)([O:16][C:17]([CH3:20])([CH3:19])[CH3:18])=O.C([N:25](CC)CC)C. The catalyst is C(Cl)Cl.C1COCC1. The product is [C:6]([C:5]([NH2:25])=[O:9])([O:16][C:17]([CH3:20])([CH3:19])[CH3:18])=[O:7]. The yield is 0.850. (4) The reactants are Br[C@@H:2]1[CH2:6][N:5]([C:7]([O:9][C:10]([CH3:13])([CH3:12])[CH3:11])=[O:8])[C@H:4]([CH2:14][O:15][Si:16]([C:29]([CH3:32])([CH3:31])[CH3:30])([C:23]2[CH:28]=[CH:27][CH:26]=[CH:25][CH:24]=2)[C:17]2[CH:22]=[CH:21][CH:20]=[CH:19][CH:18]=2)[CH2:3]1.[N-:33]=[N+]=[N-].[Na+].O. The catalyst is CN(C=O)C.CCO.[Pd]. The product is [NH2:33][C@H:2]1[CH2:6][N:5]([C:7]([O:9][C:10]([CH3:13])([CH3:12])[CH3:11])=[O:8])[C@H:4]([CH2:14][O:15][Si:16]([C:29]([CH3:32])([CH3:31])[CH3:30])([C:23]2[CH:28]=[CH:27][CH:26]=[CH:25][CH:24]=2)[C:17]2[CH:22]=[CH:21][CH:20]=[CH:19][CH:18]=2)[CH2:3]1. The yield is 0.950. (5) The reactants are C[O:2][C:3]1[CH:12]=[C:11]([CH2:13][S:14][CH3:15])[CH:10]=[CH:9][C:4]=1[C:5]([O:7]C)=[O:6].B(Br)(Br)Br.[OH-].[Na+]. The catalyst is C(Cl)Cl. The product is [OH:2][C:3]1[CH:12]=[C:11]([CH2:13][S:14][CH3:15])[CH:10]=[CH:9][C:4]=1[C:5]([OH:7])=[O:6]. The yield is 0.640. (6) The reactants are C([O:9][C@H:10]1[C@:14]([F:16])([CH3:15])[C@H:13]([N:17]2[CH:22]=[CH:21][C:20](=[O:23])[NH:19][C:18]2=[O:24])[O:12][C@@:11]1([F:34])[CH2:25]C(=O)C1C=CC=CC=1)(=O)C1C=CC=CC=1.N.C[OH:37]. No catalyst specified. The product is [F:16][C@:14]1([CH3:15])[C@H:10]([OH:9])[C@@:11]([F:34])([CH2:25][OH:37])[O:12][C@H:13]1[N:17]1[CH:22]=[CH:21][C:20](=[O:23])[NH:19][C:18]1=[O:24]. The yield is 0.380. (7) The reactants are Cl[CH2:2][C:3]1[CH:8]=[CH:7][C:6]([C:9]2[C:10]([NH:15][S:16]([C:19]3[CH:24]=[CH:23][CH:22]=[CH:21][C:20]=3[C:25]([F:28])([F:27])[F:26])(=[O:18])=[O:17])=[N:11][CH:12]=[CH:13][N:14]=2)=[CH:5][CH:4]=1.[Cl:29][C:30]1[CH:31]=[C:32]([OH:36])[CH:33]=[CH:34][CH:35]=1. No catalyst specified. The product is [Cl:29][C:30]1[CH:31]=[C:32]([CH:33]=[CH:34][CH:35]=1)[O:36][CH2:2][C:3]1[CH:8]=[CH:7][C:6]([C:9]2[C:10]([NH:15][S:16]([C:19]3[CH:24]=[CH:23][CH:22]=[CH:21][C:20]=3[C:25]([F:27])([F:26])[F:28])(=[O:17])=[O:18])=[N:11][CH:12]=[CH:13][N:14]=2)=[CH:5][CH:4]=1. The yield is 0.700.